This data is from HIV replication inhibition screening data with 41,000+ compounds from the AIDS Antiviral Screen. The task is: Binary Classification. Given a drug SMILES string, predict its activity (active/inactive) in a high-throughput screening assay against a specified biological target. (1) The compound is O=C(NC12CC3CC(CC(C3)C1)C2)C(=O)c1c[nH]c2ccc(Br)cc12. The result is 0 (inactive). (2) The drug is O=S(=O)(O)CN(CS(=O)(=O)O)c1nc(N(CS(=O)(=O)O)CS(=O)(=O)O)nc(N(CS(=O)(=O)O)CS(=O)(=O)O)n1. The result is 0 (inactive). (3) The compound is C=C(C)C(=O)OC1CC(COC(C)=O)C2CC=C(CO)C2C2OC(=O)C(=C)C12. The result is 0 (inactive). (4) The compound is NC1CCCCCCC1. The result is 0 (inactive). (5) The drug is COC(=O)C12CC(C3CC31)C1CC12. The result is 0 (inactive).